From a dataset of Experimentally validated miRNA-target interactions with 360,000+ pairs, plus equal number of negative samples. Binary Classification. Given a miRNA mature sequence and a target amino acid sequence, predict their likelihood of interaction. (1) The protein sequence of the target gene is MGVQGFQEFLEKRCPGAVVPVDLLKLARTVSRQQQQQHLHRQLPPTAALAPGAPRAARGSVPLQPPLPPAALGAYSGGAGPIRHHHPAHHFHHHGQAQPGLHPPLPPPPPPQLPGARVLVDAGSALPRLYGGYQTDWVCGGQWNAMLGYLSALCQACAYPGGDGLELVVMFPGGLGKDRLAEWGRRCQAERQTAQLIVGHVGNKGTPPPRAWFLPPACLSHCVRLALIRFRVKVFQSLEDHHLEVVAFFRENGFHGLLAHDSEYALYNIPSYYSSHALKLSWNGKNLTTNQFLMQEVAKQ.... Result: 0 (no interaction). The miRNA is hsa-miR-4264 with sequence ACUCAGUCAUGGUCAUU. (2) The miRNA is hsa-miR-8087 with sequence GAAGACUUCUUGGAUUACAGGGG. The protein sequence of the target gene is MSCLMVERCGEVLFESPEQSVKCVCMLGDVRLRGQTGVPAERRGSYPFIDFRLLNNTTHSGEIGTKKKVKRLLSFQRYFHASRLLRGIIPQAPLHLLDEDYLGQARHMLSKVGTWDFDIFLFDRLTNGNSLVTLLCHLFNSHGLIHHFKLDMVTLHRFLVMVQEDYHGHNPYHNAVHAADVTQAMHCYLKEPKLASFLTPLDIMLGLLAAAAHDVDHPGVNQPFLIKTNHHLANLYQNMSVLENHHWRSTIGMLRESRLLAHLPKEMTQDIEQQLGSLILATDINRQNEFLTRLKAHLHN.... Result: 0 (no interaction). (3) The miRNA is hsa-miR-3689e with sequence UGUGAUAUCAUGGUUCCUGGGA. The protein sequence of the target gene is MAGGEAGVTLGQPHLSRQDLTTLDVTKLTPLSHEVISRQATINIGTIGHVAHGKSTVVKAISGVHTVRFKNELERNITIKLGYANAKIYKLDDPSCPRPECYRSCGSSTPDEFPTDIPGTKGNFKLVRHVSFVDCPGHDILMATMLNGAAVMDAALLLIAGNESCPQPQTSEHLAAIEIMKLKHILILQNKIDLVKESQAKEQYEQILAFVQGTVAEGAPIIPISAQLKYNIEVVCEYIVKKIPVPPRDFTSEPRLIVIRSFDVNKPGCEVDDLKGGVAGGSILKGVLKVGQEIEVRPGI.... Result: 1 (interaction). (4) The miRNA is hsa-miR-5696 with sequence CUCAUUUAAGUAGUCUGAUGCC. The protein sequence of the target gene is MGLCTLQPLGPPRKSSTSCGTWTASGLPSLGHLPRRLRLAFDFLEPRARGQRGGSGGCQSTRAAERTRPPHPPNAVLLLQPEPSLTWAQGRGCRGHFRSLPAAASRSGSRTLRCASSDRSLREQKQRRAGPDPTPSPAPPPAGPRPSPGSLGPSAPAAPRTARGAYELQGGASQDGPGQAAVGATPTTGPGTGGEGALLGCGSGRTPPTSATWRRRLLPAEVPPGAAAANFPERERL. Result: 0 (no interaction). (5) The miRNA is mmu-miR-132-3p with sequence UAACAGUCUACAGCCAUGGUCG. The protein sequence of the target gene is MLKTYRGKVVVSLAGATVTCLGFLLFLSQHQRIQADGMQNESEVGLRSLQSLGDSETDDGAQPEQNAKKGFSAYFSKLTRSRREADKPSEAPGAATDAPPAEDISADDIFIAVKTTKKFHRSRLDLLLDTWISRNMRQTYIFTDGEDEELKKKIGSHAINTNCSAAHSRQALSCKMAVEYDKFIESGKKWFCHVDDDNYVNTKTLVKLLSNYPHTQDMYIGKPSLDRPIEATERLGDNKMRPVNFWFATGGAGFCISRGLALKMSPWASGGHFMNTAEKIRLPDDCTIGYIIESVLGVSL.... Result: 0 (no interaction).